Task: Regression. Given a peptide amino acid sequence and an MHC pseudo amino acid sequence, predict their binding affinity value. This is MHC class I binding data.. Dataset: Peptide-MHC class I binding affinity with 185,985 pairs from IEDB/IMGT (1) The peptide sequence is GEIFGLLGP. The MHC is HLA-A69:01 with pseudo-sequence HLA-A69:01. The binding affinity (normalized) is 0.0847. (2) The peptide sequence is LPVWLAHKV. The MHC is HLA-B51:01 with pseudo-sequence HLA-B51:01. The binding affinity (normalized) is 0.552.